Dataset: Reaction yield outcomes from USPTO patents with 853,638 reactions. Task: Predict the reaction yield, written as a fraction of the theoretical maximum amount of product (1.0 means a 100% yield; for example, 0.34 means a 34% yield). (1) The reactants are [OH-].[Na+].[C:3]([O:7][C:8]([N:10]1[CH2:15][CH2:14][C:13](=[O:16])[CH2:12][CH2:11]1)=[O:9])([CH3:6])([CH3:5])[CH3:4].O.[CH3:18]S(C)=O. No catalyst specified. The product is [C:3]([O:7][C:8]([N:10]1[CH2:11][CH2:12][C:13]2([O:16][CH2:18]2)[CH2:14][CH2:15]1)=[O:9])([CH3:6])([CH3:4])[CH3:5]. The yield is 0.855. (2) The reactants are [CH2:1]([C:9]1[N:14]=[N:13][C:12]([NH2:15])=[CH:11][CH:10]=1)[CH2:2][C:3]1[CH:8]=[CH:7][CH:6]=[CH:5][CH:4]=1.C([O:18][C:19](=[O:27])/[CH:20]=[CH:21]/[CH:22](OC)OC)C.Cl.C(=O)(O)[O-].[Na+]. The catalyst is O. The product is [CH2:1]([C:9]1[CH:10]=[CH:11][C:12]2[N:13]([C:21]([CH2:20][C:19]([OH:27])=[O:18])=[CH:22][N:15]=2)[N:14]=1)[CH2:2][C:3]1[CH:8]=[CH:7][CH:6]=[CH:5][CH:4]=1. The yield is 0.680. (3) The reactants are CN(C(ON1N=NC2C=CC=NC1=2)=[N+](C)C)C.F[P-](F)(F)(F)(F)F.[CH3:25][O:26][C@:27]1([C:36]2[CH:45]=[CH:44][C:43]3[C:38](=[CH:39][C:40]([CH:48]=[CH2:49])=[C:41]([O:46][CH3:47])[CH:42]=3)[CH:37]=2)[CH2:31][NH:30][C@H:29]([C:32]([O:34][CH3:35])=[O:33])[CH2:28]1.[CH3:50][C:51]([CH3:67])([CH3:66])[C@H:52]([NH:56][C:57](=[O:65])[CH2:58][CH2:59][CH2:60][CH2:61][CH2:62][CH:63]=[CH2:64])[C:53](O)=[O:54].CCN(C(C)C)C(C)C. The catalyst is C(Cl)Cl. The product is [CH3:50][C:51]([CH3:67])([CH3:66])[C@H:52]([NH:56][C:57](=[O:65])[CH2:58][CH2:59][CH2:60][CH2:61][CH2:62][CH:63]=[CH2:64])[C:53]([N:30]1[CH2:31][C@:27]([O:26][CH3:25])([C:36]2[CH:45]=[CH:44][C:43]3[C:38](=[CH:39][C:40]([CH:48]=[CH2:49])=[C:41]([O:46][CH3:47])[CH:42]=3)[CH:37]=2)[CH2:28][C@H:29]1[C:32]([O:34][CH3:35])=[O:33])=[O:54]. The yield is 0.310. (4) The reactants are [CH3:1][C:2]1[C:6]([CH2:7][OH:8])=[CH:5][N:4]([C:9]2[CH:14]=[CH:13][N:12]=[C:11]([NH:15][C:16]3[CH:17]=[C:18]4[C:22](=[CH:23][CH:24]=3)[N:21]([CH3:25])[CH:20]=[CH:19]4)[N:10]=2)[N:3]=1. The catalyst is ClCCl.O=[Mn]=O. The product is [CH3:1][C:2]1[C:6]([CH:7]=[O:8])=[CH:5][N:4]([C:9]2[CH:14]=[CH:13][N:12]=[C:11]([NH:15][C:16]3[CH:17]=[C:18]4[C:22](=[CH:23][CH:24]=3)[N:21]([CH3:25])[CH:20]=[CH:19]4)[N:10]=2)[N:3]=1. The yield is 0.360. (5) The reactants are [Cl:1][C:2]1[N:7]=[C:6](Cl)[C:5]([F:9])=[CH:4][N:3]=1.[CH2:10]([O:14][C:15]1[CH:21]=[CH:20][C:18]([NH2:19])=[CH:17][CH:16]=1)[CH2:11][CH2:12][CH3:13].Cl.[OH-].[Na+]. The catalyst is CC(C)=O.O. The product is [Cl:1][C:2]1[N:7]=[C:6]([NH:19][C:18]2[CH:17]=[CH:16][C:15]([O:14][CH2:10][CH2:11][CH2:12][CH3:13])=[CH:21][CH:20]=2)[C:5]([F:9])=[CH:4][N:3]=1. The yield is 0.800. (6) The reactants are Br[C:2]1[C:3]([C:10]#[N:11])=[CH:4][S:5][C:6]=1[N+:7]([O-:9])=[O:8].C([Sn](CCCC)(CCCC)[C:17]1[N:18]=[CH:19][S:20][CH:21]=1)CCC.O1CCOCC1. The catalyst is C1C=CC([P]([Pd]([P](C2C=CC=CC=2)(C2C=CC=CC=2)C2C=CC=CC=2)([P](C2C=CC=CC=2)(C2C=CC=CC=2)C2C=CC=CC=2)[P](C2C=CC=CC=2)(C2C=CC=CC=2)C2C=CC=CC=2)(C2C=CC=CC=2)C2C=CC=CC=2)=CC=1.CN(C=O)C. The product is [N+:7]([C:6]1[S:5][CH:4]=[C:3]([C:10]#[N:11])[C:2]=1[C:17]1[N:18]=[CH:19][S:20][CH:21]=1)([O-:9])=[O:8]. The yield is 0.450.